Dataset: Catalyst prediction with 721,799 reactions and 888 catalyst types from USPTO. Task: Predict which catalyst facilitates the given reaction. (1) Product: [CH2:1]([O:8][C:9]1[CH:10]=[CH:11][C:12]2[C:13]3[N:21]([NH2:22])[C:20]([CH2:30][O:31][CH2:32][CH3:33])=[N:19][C:14]=3[CH:15]=[N:16][C:17]=2[CH:18]=1)[C:2]1[CH:3]=[CH:4][CH:5]=[CH:6][CH:7]=1. The catalyst class is: 8. Reactant: [CH2:1]([O:8][C:9]1[CH:10]=[CH:11][C:12]2[C:13]3[N:21]([NH:22]C(=O)OC(C)(C)C)[C:20]([CH2:30][O:31][CH2:32][CH3:33])=[N:19][C:14]=3[CH:15]=[N:16][C:17]=2[CH:18]=1)[C:2]1[CH:7]=[CH:6][CH:5]=[CH:4][CH:3]=1.Cl. (2) Reactant: [CH3:1][NH:2][C:3]1[C:8]([NH2:9])=[CH:7][CH:6]=[CH:5][N:4]=1.I[C:11]1[CH:16]=[CH:15][CH:14]=[CH:13][CH:12]=1.CC([O-])(C)C.[Na+].C1(P(C2C=CC=CC=2)C2C=CC=C3C=2C(C2C4C(=CC=CC=4P(C4C=CC=CC=4)C4C=CC=CC=4)C=CC=2)=CC=C3)C=CC=CC=1. Product: [CH3:1][NH:2][C:3]1[C:8]([NH:9][C:11]2[CH:16]=[CH:15][CH:14]=[CH:13][CH:12]=2)=[CH:7][CH:6]=[CH:5][N:4]=1. The catalyst class is: 187. (3) Reactant: Br[CH2:2][C:3]1[CH:10]=[CH:9][C:6]([C:7]#[N:8])=[C:5]([F:11])[CH:4]=1.[NH:12]1[CH:16]=[CH:15][N:14]=[CH:13]1. Product: [F:11][C:5]1[CH:4]=[C:3]([CH2:2][N:12]2[CH:16]=[CH:15][N:14]=[CH:13]2)[CH:10]=[CH:9][C:6]=1[C:7]#[N:8]. The catalyst class is: 3. (4) Reactant: [C:1]([C:4]1[CH:5]=[CH:6][C:7]([F:18])=[C:8]([C:10]2[C:11]([C:16]#[N:17])=[CH:12][CH:13]=[CH:14][CH:15]=2)[CH:9]=1)(=[O:3])[CH3:2].O.[Se](=O)=[O:21].C. Product: [F:18][C:7]1[CH:6]=[CH:5][C:4]([C:1](=[O:3])[CH:2]=[O:21])=[CH:9][C:8]=1[C:10]1[C:11]([C:16]#[N:17])=[CH:12][CH:13]=[CH:14][CH:15]=1. The catalyst class is: 12.